This data is from Reaction yield outcomes from USPTO patents with 853,638 reactions. The task is: Predict the reaction yield, written as a fraction of the theoretical maximum amount of product (1.0 means a 100% yield; for example, 0.34 means a 34% yield). (1) The reactants are [F:1][C:2]1[CH:10]=[C:9]([C:11]2[CH:16]=[N:15][C:14]([O:17][CH2:18][CH:19]3[CH2:24][CH2:23][N:22]([CH2:25][C:26]([F:29])([CH3:28])[CH3:27])[CH2:21][CH2:20]3)=[CH:13][N:12]=2)[CH:8]=[CH:7][C:3]=1[C:4](O)=[O:5].C(Cl)CCl.C1C=CC2N(O)N=NC=2C=1.CCN(C(C)C)C(C)C.[NH:53]1[CH2:57][CH2:56][CH2:55][C@H:54]1[C:58]([NH2:60])=[O:59]. The catalyst is C(Cl)Cl.O. The product is [F:1][C:2]1[CH:10]=[C:9]([C:11]2[CH:16]=[N:15][C:14]([O:17][CH2:18][CH:19]3[CH2:20][CH2:21][N:22]([CH2:25][C:26]([F:29])([CH3:27])[CH3:28])[CH2:23][CH2:24]3)=[CH:13][N:12]=2)[CH:8]=[CH:7][C:3]=1[C:4]([N:53]1[CH2:57][CH2:56][CH2:55][C@H:54]1[C:58]([NH2:60])=[O:59])=[O:5]. The yield is 0.530. (2) The reactants are [F:1][C:2]1[CH:3]=[C:4]2[C:8](=[CH:9][CH:10]=1)[NH:7][CH:6]=[C:5]2[CH2:11][CH2:12][CH2:13][NH:14][C@H:15]1[CH2:24][C:23]2[C:18](=[CH:19][CH:20]=[CH:21][C:22]=2OC)OC1.[CH:27](=[O:30])[CH2:28][CH3:29].[C:31](O)(=[O:33])C.[C:35]([BH3-])#N.[Na+]. The catalyst is CO.C(Cl)Cl.CO. The product is [F:1][C:2]1[CH:3]=[C:4]2[C:8](=[CH:9][CH:10]=1)[NH:7][CH:6]=[C:5]2[CH2:11][CH2:12][CH2:13][NH:14][CH2:15][CH2:24][CH2:23][C@H:18]1[CH2:19][C:20]2[C:21](=[CH:22][CH:29]=[CH:28][C:27]=2[O:30][CH3:35])[O:33][CH2:31]1. The yield is 0.720. (3) The reactants are [OH-].[Na+].[Cl:3][C:4]1[C:5]([NH:10][CH2:11][C:12]([O:14]CC)=[O:13])=[N:6][CH:7]=[CH:8][N:9]=1.Cl. The catalyst is C(O)C. The product is [Cl:3][C:4]1[C:5]([NH:10][CH2:11][C:12]([OH:14])=[O:13])=[N:6][CH:7]=[CH:8][N:9]=1. The yield is 0.230.